Dataset: Catalyst prediction with 721,799 reactions and 888 catalyst types from USPTO. Task: Predict which catalyst facilitates the given reaction. (1) Reactant: [C:1]1([O:7][P:8]([O:17][C@@H:18]2[C@@H:23]([CH2:24][O:25][C:26]([O:28][C:29]([CH3:35])([CH3:34])[C:30]([Cl:33])([Cl:32])[Cl:31])=[O:27])[O:22][C@H:21](Br)[C@H:20]([NH:37][C:38]([O:40][CH2:41][C:42]([Cl:45])([Cl:44])[Cl:43])=[O:39])[C@H:19]2[O:46][C:47](=[O:75])[CH2:48][C@H:49]([O:61][C:62](=[O:74])[CH2:63][CH2:64][CH2:65][CH2:66][CH2:67][CH2:68][CH2:69][CH2:70][CH2:71][CH2:72][CH3:73])[CH2:50][CH2:51][CH2:52][CH2:53][CH2:54][CH2:55][CH2:56][CH2:57][CH2:58][CH2:59][CH3:60])([O:10][C:11]2[CH:16]=[CH:15][CH:14]=[CH:13][CH:12]=2)=[O:9])[CH:6]=[CH:5][CH:4]=[CH:3][CH:2]=1.[C:76]([O:89][C@H:90]([CH2:101][CH2:102][CH2:103][CH2:104][CH2:105][CH2:106][CH2:107][CH2:108][CH2:109][CH2:110][CH3:111])[CH2:91][C:92]([N:94]1[CH2:98][CH2:97][CH2:96][C@H:95]1[CH2:99][OH:100])=[O:93])(=[O:88])[CH2:77][CH2:78][CH2:79][CH2:80][CH2:81][CH2:82][CH2:83][CH2:84][CH2:85][CH2:86][CH3:87].[Hg](C#N)C#N. Product: [C:1]1([O:7][P:8]([O:17][C@@H:18]2[C@@H:23]([CH2:24][O:25][C:26]([O:28][C:29]([CH3:34])([CH3:35])[C:30]([Cl:32])([Cl:31])[Cl:33])=[O:27])[O:22][C@@H:21]([O:100][CH2:99][C@@H:95]3[CH2:96][CH2:97][CH2:98][N:94]3[C:92](=[O:93])[CH2:91][C@H:90]([O:89][C:76](=[O:88])[CH2:77][CH2:78][CH2:79][CH2:80][CH2:81][CH2:82][CH2:83][CH2:84][CH2:85][CH2:86][CH3:87])[CH2:101][CH2:102][CH2:103][CH2:104][CH2:105][CH2:106][CH2:107][CH2:108][CH2:109][CH2:110][CH3:111])[C@H:20]([NH:37][C:38]([O:40][CH2:41][C:42]([Cl:43])([Cl:44])[Cl:45])=[O:39])[C@H:19]2[O:46][C:47](=[O:75])[CH2:48][C@H:49]([O:61][C:62](=[O:74])[CH2:63][CH2:64][CH2:65][CH2:66][CH2:67][CH2:68][CH2:69][CH2:70][CH2:71][CH2:72][CH3:73])[CH2:50][CH2:51][CH2:52][CH2:53][CH2:54][CH2:55][CH2:56][CH2:57][CH2:58][CH2:59][CH3:60])([O:10][C:11]2[CH:12]=[CH:13][CH:14]=[CH:15][CH:16]=2)=[O:9])[CH:2]=[CH:3][CH:4]=[CH:5][CH:6]=1. The catalyst class is: 279. (2) Reactant: P(Br)(Br)[Br:2].[CH3:5][C:6]([C:9]1[CH:10]=[C:11]([S:15]([N:18]2[C:26]3[C:21](=[CH:22][C:23]([C:27]([F:30])([F:29])[F:28])=[CH:24][CH:25]=3)[CH:20]=[C:19]2[CH2:31]O)(=[O:17])=[O:16])[CH:12]=[CH:13][CH:14]=1)([CH3:8])[CH3:7].C(O)C. Product: [Br:2][CH2:31][C:19]1[N:18]([S:15]([C:11]2[CH:12]=[CH:13][CH:14]=[C:9]([C:6]([CH3:7])([CH3:8])[CH3:5])[CH:10]=2)(=[O:16])=[O:17])[C:26]2[C:21]([CH:20]=1)=[CH:22][C:23]([C:27]([F:28])([F:29])[F:30])=[CH:24][CH:25]=2. The catalyst class is: 4. (3) Reactant: Br[CH2:2][C:3]1[C:8]([I:9])=[CH:7][CH:6]=[CH:5][C:4]=1[Cl:10].[C-:11]#[N:12].[K+]. Product: [Cl:10][C:4]1[CH:5]=[CH:6][CH:7]=[C:8]([I:9])[C:3]=1[CH2:2][C:11]#[N:12]. The catalyst class is: 88. (4) Reactant: [Cl:1][C:2]1[CH:10]=[C:9]([N+:11]([O-:13])=[O:12])[C:8]([O:14][CH3:15])=[CH:7][C:3]=1[C:4]([OH:6])=O.CN(C(O[N:24]1N=N[C:26]2[CH:27]=[CH:28][CH:29]=[CH:30][C:25]1=2)=[N+](C)C)C.F[P-](F)(F)(F)(F)F.NC1C=CC=CC=1.C(N(C(C)C)CC)(C)C. Product: [Cl:1][C:2]1[CH:10]=[C:9]([N+:11]([O-:13])=[O:12])[C:8]([O:14][CH3:15])=[CH:7][C:3]=1[C:4]([NH:24][C:25]1[CH:30]=[CH:29][CH:28]=[CH:27][CH:26]=1)=[O:6]. The catalyst class is: 10. (5) Reactant: [CH3:1][N:2]([C:4]([N:6]=[C:7]([NH2:9])[NH2:8])=[NH:5])[CH3:3].Cl.C(=O)([O-])[O-].[K+].[K+].[C:17]([O-:25])(=[O:24])[CH:18]([CH2:20][C:21]([O-:23])=[O:22])[OH:19]. Product: [CH3:1][N:2]([C:4]([NH:6][C:7]([NH2:9])=[NH:8])=[NH:5])[CH3:3].[C:17]([O-:25])(=[O:24])[CH:18]([CH2:20][C:21]([O-:23])=[O:22])[OH:19]. The catalyst class is: 9. (6) Reactant: N[C:2]1[CH:3]=[CH:4][C:5]([C:8]#[N:9])=[N:6][CH:7]=1.[OH:10]S(O)(=O)=O.N([O-])=O.[Na+]. Product: [C:8]([C:5]1[CH:4]=[CH:3][C:2]([OH:10])=[CH:7][N:6]=1)#[N:9]. The catalyst class is: 6. (7) Reactant: [NH2:1][C@H:2]1[C:7]2[CH:8]=[C:9]([O:15][CH3:16])[C:10]([N+:12]([O-:14])=[O:13])=[CH:11][C:6]=2[O:5][C:4]([CH3:18])([CH3:17])[C@@H:3]1[OH:19].[C:20](=O)([O:26]C(C)(C)C)[O:21][C:22]([CH3:25])([CH3:24])[CH3:23].C(N(CC)CC)C.C(=O)([O-])[O-].[Na+].[Na+]. Product: [OH:19][C@@H:3]1[C@@H:2]([NH:1][C:20](=[O:26])[O:21][C:22]([CH3:25])([CH3:24])[CH3:23])[C:7]2[CH:8]=[C:9]([O:15][CH3:16])[C:10]([N+:12]([O-:14])=[O:13])=[CH:11][C:6]=2[O:5][C:4]1([CH3:17])[CH3:18]. The catalyst class is: 7. (8) Reactant: [F:1][C:2]1[CH:7]=[CH:6][C:5]([CH:8]([N:33]2[CH2:38][CH2:37][N:36]([CH:39]([CH3:41])[CH3:40])[CH2:35][CH2:34]2)[CH2:9][N:10]2[CH2:15][CH2:14][N:13]([CH2:16][CH2:17][CH2:18][C:19]3[CH:24]=[CH:23][CH:22]=[CH:21][C:20]=3[C:25]3[CH:30]=[CH:29][C:28]([C:31]#[N:32])=[CH:27][CH:26]=3)[CH2:12][CH2:11]2)=[CH:4][CH:3]=1.[ClH:42].O1CCOCC1. Product: [ClH:42].[ClH:42].[ClH:42].[ClH:42].[F:1][C:2]1[CH:7]=[CH:6][C:5]([CH:8]([N:33]2[CH2:38][CH2:37][N:36]([CH:39]([CH3:41])[CH3:40])[CH2:35][CH2:34]2)[CH2:9][N:10]2[CH2:15][CH2:14][N:13]([CH2:16][CH2:17][CH2:18][C:19]3[CH:24]=[CH:23][CH:22]=[CH:21][C:20]=3[C:25]3[CH:30]=[CH:29][C:28]([C:31]#[N:32])=[CH:27][CH:26]=3)[CH2:12][CH2:11]2)=[CH:4][CH:3]=1. The catalyst class is: 8.